This data is from Peptide-MHC class I binding affinity with 185,985 pairs from IEDB/IMGT. The task is: Regression. Given a peptide amino acid sequence and an MHC pseudo amino acid sequence, predict their binding affinity value. This is MHC class I binding data. (1) The peptide sequence is GQFNRYAAM. The MHC is HLA-A02:19 with pseudo-sequence HLA-A02:19. The binding affinity (normalized) is 0.0847. (2) The peptide sequence is SLLERGQQLGV. The MHC is HLA-A02:01 with pseudo-sequence HLA-A02:01. The binding affinity (normalized) is 0.729. (3) The peptide sequence is TIKRRIRQL. The MHC is HLA-A03:01 with pseudo-sequence HLA-A03:01. The binding affinity (normalized) is 0.0847.